From a dataset of Full USPTO retrosynthesis dataset with 1.9M reactions from patents (1976-2016). Predict the reactants needed to synthesize the given product. (1) Given the product [CH3:27][C:8]1[CH:9]=[C:10]2[C:5]([CH2:4][CH2:3][N:2]([CH2:11][CH2:12][CH2:13][CH2:14][O:15][C:16]3[N:25]=[C:24]4[C:19]([CH2:20][CH2:21][C:22](=[O:26])[NH:23]4)=[CH:18][CH:17]=3)[CH2:1]2)=[CH:6][CH:7]=1, predict the reactants needed to synthesize it. The reactants are: [CH2:1]1[C:10]2[C:5](=[CH:6][CH:7]=[CH:8][CH:9]=2)[CH2:4][CH2:3][N:2]1[CH2:11][CH2:12][CH2:13][CH2:14][O:15][C:16]1[N:25]=[C:24]2[C:19]([CH2:20][CH2:21][C:22](=[O:26])[NH:23]2)=[CH:18][CH:17]=1.[CH3:27]C1C=C2C(CCNC2)=CC=1. (2) Given the product [C:21]12([CH2:31][C:32]([NH:1][C:2]3[CH:11]=[CH:10][CH:9]=[C:8]4[C:3]=3[CH:4]=[CH:5][N:6]([C@H:13]([CH:18]([CH3:20])[CH3:19])[C:14]([NH:16][CH3:17])=[O:15])[C:7]4=[O:12])=[O:33])[CH2:28][CH:27]3[CH2:26][CH:25]([CH2:24][CH:23]([CH2:29]3)[CH2:22]1)[CH2:30]2, predict the reactants needed to synthesize it. The reactants are: [NH2:1][C:2]1[CH:11]=[CH:10][CH:9]=[C:8]2[C:3]=1[CH:4]=[CH:5][N:6]([C@H:13]([CH:18]([CH3:20])[CH3:19])[C:14]([NH:16][CH3:17])=[O:15])[C:7]2=[O:12].[C:21]12([CH2:31][C:32](O)=[O:33])[CH2:30][CH:25]3[CH2:26][CH:27]([CH2:29][CH:23]([CH2:24]3)[CH2:22]1)[CH2:28]2.O.ON1C2C=CC=CC=2N=N1.Cl.CN(C)CCCN=C=NCC.C(N(CC)C(C)C)(C)C.CN(C)C=O. (3) Given the product [F:25][CH:13]([F:12])[O:14][C:15]1[CH:16]=[C:17]([S:21]([O-:23])=[O:22])[CH:18]=[CH:19][CH:20]=1.[Na+:5], predict the reactants needed to synthesize it. The reactants are: C(=O)(O)[O-].[Na+:5].S([O-])([O-])=O.[Na+].[Na+].[F:12][CH:13]([F:25])[O:14][C:15]1[CH:16]=[C:17]([S:21](Cl)(=[O:23])=[O:22])[CH:18]=[CH:19][CH:20]=1.S(Cl)(Cl)(=O)=O. (4) Given the product [ClH:2].[ClH:1].[Cl:2][C:3]1[CH:4]=[CH:5][C:6]([C@@H:9]([C@@H:28]2[CH2:29][CH2:30][C:31]([CH3:40])([CH3:41])[NH:32]2)[C:10]([N:12]2[CH2:13][CH2:14][CH:15]([C:18]3[C:19]4[C@H:26]([CH3:27])[CH2:25][CH2:24][C:20]=4[N:21]=[CH:22][N:23]=3)[CH2:16][CH2:17]2)=[O:11])=[CH:7][CH:8]=1, predict the reactants needed to synthesize it. The reactants are: [ClH:1].[Cl:2][C:3]1[CH:8]=[CH:7][C:6]([C@@H:9]([C@H:28]2[N:32](C(OC(C)(C)C)=O)[C:31]([CH3:41])([CH3:40])[CH2:30][CH2:29]2)[C:10]([N:12]2[CH2:17][CH2:16][CH:15]([C:18]3[C:19]4[C@H:26]([CH3:27])[CH2:25][CH2:24][C:20]=4[N:21]=[CH:22][N:23]=3)[CH2:14][CH2:13]2)=[O:11])=[CH:5][CH:4]=1. (5) Given the product [C:18]([O:21][CH:22]1[C:23]([OH:61])([CH3:60])[CH2:24][CH2:25][CH:26]([OH:59])[CH2:27][C:28]([O:30][CH:31](/[C:36](/[CH3:58])=[CH:37]/[CH:38]=[CH:39]/[CH:40]([CH3:57])[CH2:41][CH:42]2[O:56][CH:43]2[CH:44]([CH3:55])[CH:45]([O:48][C:49](=[O:54])[CH2:50][O:51][CH2:52][CH3:53])[CH2:46][CH3:47])[CH:32]([CH3:35])[CH:33]=[CH:34]1)=[O:29])(=[O:20])[CH3:19], predict the reactants needed to synthesize it. The reactants are: C1(C)C=CC(S([O-])(=O)=O)=CC=1.[NH+]1C=CC=CC=1.[C:18]([O:21][CH:22]1[C:23]([O:61]C(OCC)C)([CH3:60])[CH2:24][CH2:25][CH:26]([OH:59])[CH2:27][C:28]([O:30][CH:31](/[C:36](/[CH3:58])=[CH:37]/[CH:38]=[CH:39]/[CH:40]([CH3:57])[CH2:41][CH:42]2[O:56][CH:43]2[CH:44]([CH3:55])[CH:45]([O:48][C:49](=[O:54])[CH2:50][O:51][CH2:52][CH3:53])[CH2:46][CH3:47])[CH:32]([CH3:35])[CH:33]=[CH:34]1)=[O:29])(=[O:20])[CH3:19]. (6) Given the product [CH2:1]([NH:8][C:9]1[CH:4]=[CH:3][C:2]([C:1]#[N:8])=[CH:12][N:10]=1)[C:2]1[CH:7]=[CH:6][CH:5]=[CH:4][CH:3]=1, predict the reactants needed to synthesize it. The reactants are: [CH2:1]([NH2:8])[C:2]1[CH:7]=[CH:6][CH:5]=[CH:4][CH:3]=1.[CH3:9][N:10]([CH:12]=O)C.